Dataset: Catalyst prediction with 721,799 reactions and 888 catalyst types from USPTO. Task: Predict which catalyst facilitates the given reaction. (1) Reactant: [F:1][C:2]([F:28])([C:5]([F:27])([F:26])[C:6]([F:25])([F:24])[C:7]([F:23])([F:22])[C:8]([F:21])([F:20])[C:9]([F:19])([F:18])[C:10]([F:17])([F:16])[C:11]([F:15])([F:14])[CH2:12][OH:13])[CH2:3][OH:4].[OH-].[K+].[CH2:31](Br)[C:32]1[CH:37]=[CH:36][CH:35]=[CH:34][CH:33]=1. Product: [CH2:31]([O:13][CH2:12][C:11]([F:15])([F:14])[C:10]([F:16])([F:17])[C:9]([F:18])([F:19])[C:8]([F:20])([F:21])[C:7]([F:22])([F:23])[C:6]([F:25])([F:24])[C:5]([F:26])([F:27])[C:2]([F:28])([F:1])[CH2:3][OH:4])[C:32]1[CH:37]=[CH:36][CH:35]=[CH:34][CH:33]=1. The catalyst class is: 3. (2) Reactant: [F:1][C:2]1[CH:3]=[C:4](Br)[CH:5]=[C:6]([F:8])[CH:7]=1.[Mg].[CH2:11]([CH:14]1[CH2:19][CH2:18][C:17](=[O:20])[CH2:16][CH2:15]1)[CH2:12][CH3:13].Cl. Product: [OH:20][C:17]1([C:4]2[CH:3]=[C:2]([F:1])[CH:7]=[C:6]([F:8])[CH:5]=2)[CH2:18][CH2:19][CH:14]([CH2:11][CH2:12][CH3:13])[CH2:15][CH2:16]1. The catalyst class is: 1. (3) Reactant: [H-].[Na+].[NH:3]1[CH2:7][CH2:6][N:5]2[N:8]=[CH:9][CH:10]=[C:4]12.Br[CH2:12][CH2:13][CH2:14][NH:15][C:16](=[O:22])[O:17][C:18]([CH3:21])([CH3:20])[CH3:19].O. Product: [N:3]1([CH2:12][CH2:13][CH2:14][NH:15][C:16](=[O:22])[O:17][C:18]([CH3:21])([CH3:20])[CH3:19])[CH2:7][CH2:6][N:5]2[N:8]=[CH:9][CH:10]=[C:4]12. The catalyst class is: 3. (4) Reactant: [H-].[Na+].[NH2:3][C:4]1[N:9]=[CH:8][C:7]([OH:10])=[CH:6][CH:5]=1.[Cl:11][C:12]1[CH:17]=[C:16](Cl)[N:15]=[CH:14][N:13]=1.O. Product: [Cl:11][C:12]1[N:13]=[CH:14][N:15]=[C:16]([O:10][C:7]2[CH:6]=[CH:5][C:4]([NH2:3])=[N:9][CH:8]=2)[CH:17]=1. The catalyst class is: 44. (5) Reactant: C[O:2][C:3](=[O:18])[CH2:4][C:5]1[CH:17]=[CH:16][C:8]([C:9]([O:11][C:12]([CH3:15])([CH3:14])[CH3:13])=[O:10])=[CH:7][CH:6]=1.[OH-].[Li+]. Product: [C:12]([O:11][C:9]([C:8]1[CH:7]=[CH:6][C:5]([CH2:4][C:3]([OH:18])=[O:2])=[CH:17][CH:16]=1)=[O:10])([CH3:15])([CH3:13])[CH3:14]. The catalyst class is: 90. (6) Reactant: [Cl:1][C:2]1[CH:3]=[C:4]([NH:17][C:18]2[C:19]3[C:26]4[CH:27]=[CH:28][C:29]([OH:31])=[CH:30][C:25]=4[S:24][C:20]=3[N:21]=[CH:22][N:23]=2)[CH:5]=[CH:6][C:7]=1[O:8][CH2:9][C:10]1[CH:15]=[CH:14][CH:13]=[C:12]([F:16])[CH:11]=1.C1(P(C2C=CC=CC=2)C2C=CC=CC=2)C=CC=CC=1.N(C(N(C)C)=O)=NC(N(C)C)=O.O[CH2:64][CH2:65][N:66]1[CH2:71][CH2:70][O:69][CH2:68][CH2:67]1. Product: [Cl:1][C:2]1[CH:3]=[C:4]([NH:17][C:18]2[C:19]3[C:26]4[CH:27]=[CH:28][C:29]([O:31][CH2:64][CH2:65][N:66]5[CH2:71][CH2:70][O:69][CH2:68][CH2:67]5)=[CH:30][C:25]=4[S:24][C:20]=3[N:21]=[CH:22][N:23]=2)[CH:5]=[CH:6][C:7]=1[O:8][CH2:9][C:10]1[CH:15]=[CH:14][CH:13]=[C:12]([F:16])[CH:11]=1. The catalyst class is: 1.